From a dataset of Cav3 T-type calcium channel HTS with 100,875 compounds. Binary Classification. Given a drug SMILES string, predict its activity (active/inactive) in a high-throughput screening assay against a specified biological target. The result is 1 (active). The compound is Clc1cc(c2oc(c(n2)CN2CCC(CC2)C(=O)NCc2occc2)C)ccc1.